Task: Predict which catalyst facilitates the given reaction.. Dataset: Catalyst prediction with 721,799 reactions and 888 catalyst types from USPTO (1) Reactant: [N:1]1([C:6]([O:8][CH2:9][C:10]2[CH:15]=[CH:14][CH:13]=[CH:12][CH:11]=2)=[O:7])[CH2:5][CH:4]=[CH:3][CH2:2]1.ClC1C=C(C=CC=1)C(OO)=[O:21]. Product: [CH:3]12[O:21][CH:4]1[CH2:5][N:1]([C:6]([O:8][CH2:9][C:10]1[CH:15]=[CH:14][CH:13]=[CH:12][CH:11]=1)=[O:7])[CH2:2]2. The catalyst class is: 2. (2) Reactant: [F:1][C:2]1[CH:10]=[CH:9][C:5]([C:6]([NH2:8])=[O:7])=[CH:4][CH:3]=1.[Cl:11][CH2:12][C:13]([CH2:15]Cl)=O. Product: [Cl:11][CH2:12][C:13]1[N:8]=[C:6]([C:5]2[CH:9]=[CH:10][C:2]([F:1])=[CH:3][CH:4]=2)[O:7][CH:15]=1. The catalyst class is: 301. (3) Reactant: C[O:2][C:3]([C:5]1([C:8]2[CH:13]=[CH:12][C:11]([C:14]3[CH:19]=[CH:18][C:17]([C:20]4[C:24]([NH:25][C:26]([O:28][C@@H:29]([C:31]5[CH:36]=[CH:35][CH:34]=[CH:33][CH:32]=5)[CH3:30])=[O:27])=[C:23]([CH3:37])[N:22](C)[N:21]=4)=[CH:16][CH:15]=3)=[CH:10][CH:9]=2)[CH2:7][CH2:6]1)=[O:4].[Li+].[OH-].[CH2:41]1COCC1. Product: [CH3:41][N:21]1[C:20]([C:17]2[CH:18]=[CH:19][C:14]([C:11]3[CH:12]=[CH:13][C:8]([C:5]4([C:3]([OH:2])=[O:4])[CH2:6][CH2:7]4)=[CH:9][CH:10]=3)=[CH:15][CH:16]=2)=[C:24]([NH:25][C:26]([O:28][C@@H:29]([C:31]2[CH:36]=[CH:35][CH:34]=[CH:33][CH:32]=2)[CH3:30])=[O:27])[C:23]([CH3:37])=[N:22]1. The catalyst class is: 6. (4) Reactant: [Br:1][C:2]1[CH:3]=[C:4]([CH2:8][NH:9][S:10]([CH2:13][CH3:14])(=[O:12])=[O:11])[CH:5]=[N:6][CH:7]=1.[H-].[Na+].[CH3:17]I. Product: [Br:1][C:2]1[CH:3]=[C:4]([CH2:8][N:9]([CH3:17])[S:10]([CH2:13][CH3:14])(=[O:11])=[O:12])[CH:5]=[N:6][CH:7]=1. The catalyst class is: 3. (5) Reactant: [C:1](Cl)(=[O:5])[C:2]([CH3:4])=[CH2:3].[C:7]([OH:12])(=[O:11])[C:8]([CH3:10])=[CH2:9].C(N(CC)CC)C. Product: [C:7]([O:12][C:1](=[O:5])[C:2]([CH3:4])=[CH2:3])(=[O:11])[C:8]([CH3:10])=[CH2:9]. The catalyst class is: 1. (6) Reactant: [CH3:1][N:2]([CH3:33])[C:3](=[O:32])[CH2:4][C@@H:5]([N:7]([C:17]1[CH:21]=[C:20]([C:22]#[C:23][C:24]([CH3:27])([CH3:26])[CH3:25])[S:19][C:18]=1[C:28]([O:30]C)=[O:29])[C:8]([C@H:10]1[CH2:15][CH2:14][C@H:13]([CH3:16])[CH2:12][CH2:11]1)=[O:9])[CH3:6].O.[OH-].[Li+].Cl. Product: [CH3:33][N:2]([CH3:1])[C:3](=[O:32])[CH2:4][C@@H:5]([N:7]([C:17]1[CH:21]=[C:20]([C:22]#[C:23][C:24]([CH3:27])([CH3:25])[CH3:26])[S:19][C:18]=1[C:28]([OH:30])=[O:29])[C:8]([C@H:10]1[CH2:11][CH2:12][C@H:13]([CH3:16])[CH2:14][CH2:15]1)=[O:9])[CH3:6]. The catalyst class is: 20. (7) Reactant: [F:1][C:2]1[CH:7]=[CH:6][C:5]([CH:8]([O:21][CH3:22])[CH2:9][CH2:10][C:11]([NH:13][O:14]C2CCCCO2)=[O:12])=[CH:4][C:3]=1[CH3:23].C(O)(C(F)(F)F)=O. Product: [F:1][C:2]1[CH:7]=[CH:6][C:5]([C@H:8]([O:21][CH3:22])[CH2:9][CH2:10][C:11]([NH:13][OH:14])=[O:12])=[CH:4][C:3]=1[CH3:23]. The catalyst class is: 2.